Task: Predict the reactants needed to synthesize the given product.. Dataset: Retrosynthesis with 50K atom-mapped reactions and 10 reaction types from USPTO (1) Given the product COc1ccc(C2=NOC(C)(c3nnn[nH]3)C2)cc1OC1CCCC1, predict the reactants needed to synthesize it. The reactants are: COc1ccc(C2=NOC(C)(C#N)C2)cc1OC1CCCC1.[N-]=[N+]=[N-]. (2) Given the product NC(=O)c1ccc2cncc(-c3ccc(OC(F)(F)F)cc3)c2n1, predict the reactants needed to synthesize it. The reactants are: NC(=O)c1ccc2cncc(Br)c2n1.OB(O)c1ccc(OC(F)(F)F)cc1. (3) Given the product CC(c1ccccc1OCCCC(=O)O)N(c1cc(F)ccc1F)S(=O)(=O)c1ccc(Cl)cc1, predict the reactants needed to synthesize it. The reactants are: CCOC(=O)CCCOc1ccccc1C(C)N(c1cc(F)ccc1F)S(=O)(=O)c1ccc(Cl)cc1. (4) Given the product COC(=O)C1(c2ccc(Nc3nc(C4CCCC4)nc4c3CCC4)cc2)CCCC1, predict the reactants needed to synthesize it. The reactants are: COC(=O)C1(c2ccc(N)cc2)CCCC1.Clc1nc(C2CCCC2)nc2c1CCC2. (5) Given the product CN1Cc2nc(-c3ccc(C4(N)CCC4)cc3)c(-c3ccccc3)cc2N(C)C1=O, predict the reactants needed to synthesize it. The reactants are: CN1Cc2nc(-c3ccc(C4(NC(=O)OC(C)(C)C)CCC4)cc3)c(-c3ccccc3)cc2N(C)C1=O. (6) Given the product COc1ccc(-c2nn(Cc3ccccc3)c(=O)cc2-c2ccc(OC)c(F)c2)cc1, predict the reactants needed to synthesize it. The reactants are: BrCc1ccccc1.COc1ccc(-c2n[nH]c(=O)cc2-c2ccc(OC)c(F)c2)cc1. (7) Given the product CCOC(=O)Cc1ccc(OCc2csc3nc(C(=O)NCc4cccc(OC)c4)[nH]c(=O)c23)cc1, predict the reactants needed to synthesize it. The reactants are: CCOC(=O)Cc1ccc(OCc2csc3nc(C(=O)OCC)[nH]c(=O)c23)cc1.COc1cccc(CN)c1. (8) Given the product COC(=O)C1Cc2cscc2C1, predict the reactants needed to synthesize it. The reactants are: COC(C)(C)OC.O=C(O)C1Cc2cscc2C1. (9) Given the product CC(C)n1nc(-c2cnc(N)nc2-c2ccc(Cl)c(Cl)c2)ccc1=O, predict the reactants needed to synthesize it. The reactants are: CC(C)I.Nc1ncc(-c2ccc(=O)[nH]n2)c(-c2ccc(Cl)c(Cl)c2)n1. (10) Given the product CC(C)(C)OC(=O)Nc1cccc(CCN(C(=O)OC(C)(C)C)c2ccc(N)cc2)n1, predict the reactants needed to synthesize it. The reactants are: CC(C)(C)OC(=O)Nc1cccc(CCN(C(=O)OC(C)(C)C)c2ccc([N+](=O)[O-])cc2)n1.